Dataset: Catalyst prediction with 721,799 reactions and 888 catalyst types from USPTO. Task: Predict which catalyst facilitates the given reaction. (1) Reactant: [C:1]([N:4]1[C:13]2[C:8](=[CH:9][C:10]([C:14]([O:16][CH2:17][CH3:18])=[O:15])=[CH:11][CH:12]=2)[CH:7]([NH2:19])[CH:6]([CH3:20])[CH:5]1[CH:21]1[CH2:23][CH2:22]1)(=[O:3])[CH3:2].C([N:27]1[C:36]2[C:31](=CC(C(OCC)=O)=CC=2)[C@H:30]([NH2:42])[C@@H](C)[C@@H:28]1C1CC1)(=O)C.FC1N=CC=CN=1.CCN(C(C)C)C(C)C. Product: [C:1]([N:4]1[C:13]2[C:8](=[CH:9][C:10]([C:14]([O:16][CH2:17][CH3:18])=[O:15])=[CH:11][CH:12]=2)[CH:7]([NH:19][C:28]2[N:42]=[CH:30][CH:31]=[CH:36][N:27]=2)[CH:6]([CH3:20])[CH:5]1[CH:21]1[CH2:22][CH2:23]1)(=[O:3])[CH3:2]. The catalyst class is: 264. (2) Reactant: [CH2:1]1[CH:7]2[N:2]1[S:3](=[O:13])(=[O:12])[C:4]1[CH:11]=[CH:10][CH:9]=[CH:8][C:5]=1[CH2:6]2.C(N(CC)CC)C.[CH2:21]([NH2:24])[CH:22]=[CH2:23].[OH-].[Na+].[C:27](O[C:27]([O:29][C:30]([CH3:33])([CH3:32])[CH3:31])=[O:28])([O:29][C:30]([CH3:33])([CH3:32])[CH3:31])=[O:28]. Product: [O:12]=[S:3]1(=[O:13])[C:4]2[CH:11]=[CH:10][CH:9]=[CH:8][C:5]=2[CH2:6][CH:7]([CH2:1][N:24]([CH2:21][CH:22]=[CH2:23])[C:27](=[O:28])[O:29][C:30]([CH3:33])([CH3:32])[CH3:31])[NH:2]1. The catalyst class is: 30. (3) Reactant: [NH2:1][C:2]1[N:6]([C:7]2[C:12]([Cl:13])=[CH:11][C:10]([Cl:14])=[CH:9][C:8]=2[Cl:15])[N:5]=[C:4]([CH:16]([CH3:18])[CH3:17])[C:3]=1[C:19]([NH2:21])=[O:20].[CH3:22][O:23][C:24]1[CH:25]=[C:26]([CH2:30][C:31](Cl)=O)[CH:27]=[CH:28][CH:29]=1.[O-]CC.[Na+]. Product: [Cl:13][C:12]1[CH:11]=[C:10]([Cl:14])[CH:9]=[C:8]([Cl:15])[C:7]=1[N:6]1[C:2]2=[N:1][C:31]([CH2:30][C:26]3[CH:27]=[CH:28][CH:29]=[C:24]([O:23][CH3:22])[CH:25]=3)=[N:21][C:19](=[O:20])[C:3]2=[C:4]([CH:16]([CH3:18])[CH3:17])[NH:5]1. The catalyst class is: 8. (4) Reactant: C([Mg]Cl)(C)C.Br[C:7]1[CH:12]=[C:11]([F:13])[CH:10]=[C:9]([F:14])[C:8]=1[S:15][CH3:16].C[O:18][B:19](OC)[O:20]C. Product: [F:14][C:9]1[C:8]([S:15][CH3:16])=[C:7]([B:19]([OH:20])[OH:18])[CH:12]=[C:11]([F:13])[CH:10]=1. The catalyst class is: 7. (5) Product: [CH3:28][C:26]1[CH:25]=[CH:24][N:23]=[C:22]([NH:21][C:19]2[S:20][C:14]3[CH2:13][CH2:12][C:11](=[O:29])[C:10]4[NH:9][N:8]=[CH:17][C:16]=4[C:15]=3[N:18]=2)[N:27]=1. Reactant: COC1C=CC(C[N:8]2[CH:17]=[C:16]3[C:10]([C:11](=[O:29])[CH2:12][CH2:13][C:14]4[S:20][C:19]([NH:21][C:22]5[N:27]=[C:26]([CH3:28])[CH:25]=[CH:24][N:23]=5)=[N:18][C:15]=43)=[N:9]2)=CC=1. The catalyst class is: 67. (6) Reactant: [CH2:1]([NH:8][C:9]([NH:11][CH:12]1[CH:17]2[CH2:18][CH2:19][N:14]([CH2:15][CH2:16]2)[CH2:13]1)=[O:10])[C:2]1[CH:7]=[CH:6][CH:5]=[CH:4][CH:3]=1.[H-].[Na+].Br[CH2:23][CH2:24]Br. Product: [CH2:1]([N:8]1[CH2:24][CH2:23][N:11]([CH:12]2[CH:17]3[CH2:16][CH2:15][N:14]([CH2:19][CH2:18]3)[CH2:13]2)[C:9]1=[O:10])[C:2]1[CH:3]=[CH:4][CH:5]=[CH:6][CH:7]=1. The catalyst class is: 3. (7) Reactant: [NH2:1][C@H:2]([CH2:7][C:8]1[CH:9]=[C:10]2[C:14](=[C:15]([CH3:17])[CH:16]=1)[NH:13][N:12]=[CH:11]2)[C:3]([O:5][CH3:6])=[O:4].C(N(C(C)C)CC)(C)C.C1C(=O)N(OC(ON2C(=O)CCC2=O)=O)[C:29](=[O:30])C1.[NH:45]1[CH2:50][CH2:49][CH:48]([N:51]2[CH2:60][C:59]3[C:54](=[CH:55][CH:56]=[CH:57][CH:58]=3)[NH:53][C:52]2=[O:61])[CH2:47][CH2:46]1. Product: [CH3:6][O:5][C:3](=[O:4])[C@H:2]([NH:1][C:29]([N:45]1[CH2:46][CH2:47][CH:48]([N:51]2[CH2:60][C:59]3[C:54](=[CH:55][CH:56]=[CH:57][CH:58]=3)[NH:53][C:52]2=[O:61])[CH2:49][CH2:50]1)=[O:30])[CH2:7][C:8]1[CH:9]=[C:10]2[C:14](=[C:15]([CH3:17])[CH:16]=1)[NH:13][N:12]=[CH:11]2. The catalyst class is: 9. (8) Product: [CH2:19]([S:21][C:22]1[CH:28]=[CH:27][C:26]([C:29]#[CH:30])=[CH:25][C:23]=1[NH2:24])[CH3:20]. Reactant: [F-].C([N+](CCCC)(CCCC)CCCC)CCC.[CH2:19]([S:21][C:22]1[CH:28]=[CH:27][C:26]([C:29]#[C:30][Si](C)(C)C)=[CH:25][C:23]=1[NH2:24])[CH3:20]. The catalyst class is: 1. (9) Reactant: [O:1]1[C:5]2[CH:6]=[CH:7][CH:8]=[CH:9][C:4]=2[CH:3]=[C:2]1[C:10]([OH:12])=O.C(N1C=CN=C1)(N1C=CN=C1)=O.[NH2:25][CH2:26][C@@H:27]([NH:31][C:32](=[O:38])[O:33][C:34]([CH3:37])([CH3:36])[CH3:35])[CH:28]([CH3:30])[CH3:29]. Product: [CH3:29][CH:28]([CH3:30])[C@H:27]([NH:31][C:32]([O:33][C:34]([CH3:35])([CH3:37])[CH3:36])=[O:38])[CH2:26][NH:25][C:10]([C:2]1[O:1][C:5]2[CH:6]=[CH:7][CH:8]=[CH:9][C:4]=2[CH:3]=1)=[O:12]. The catalyst class is: 4.